Dataset: Catalyst prediction with 721,799 reactions and 888 catalyst types from USPTO. Task: Predict which catalyst facilitates the given reaction. (1) Reactant: O[C:2]1[CH:9]=[CH:8][C:5]([CH:6]=O)=[CH:4][CH:3]=1.[C:10](=[O:13])([O-])[O-].[K+].[K+].[I-].[K+].CN([CH:21]=[O:22])C. Product: [CH2:6]([O:22][C:21]1[CH:8]=[CH:9][C:2]([CH:10]=[O:13])=[CH:3][CH:4]=1)[C:5]1[CH:8]=[CH:9][CH:2]=[CH:3][CH:4]=1. The catalyst class is: 161. (2) Reactant: [CH2:1]([O:8][C:9]([NH:11][C@@H:12]([C:14]([OH:16])=O)[CH3:13])=[O:10])[C:2]1[CH:7]=[CH:6][CH:5]=[CH:4][CH:3]=1.CO.[CH3:19][NH:20][CH3:21].C(N(C(C)C)C(C)C)C.F[P-](F)(F)(F)(F)F.N1(OC(N(C)C)=[N+](C)C)C2N=CC=CC=2N=N1. Product: [CH3:19][N:20]([CH3:21])[C:14](=[O:16])[C@H:12]([NH:11][C:9](=[O:10])[O:8][CH2:1][C:2]1[CH:7]=[CH:6][CH:5]=[CH:4][CH:3]=1)[CH3:13]. The catalyst class is: 18.